From a dataset of Forward reaction prediction with 1.9M reactions from USPTO patents (1976-2016). Predict the product of the given reaction. (1) The product is: [Cl:1][C:2]1[CH:3]=[N:4][C:5]([N:8]2[CH2:9][CH2:10][CH:11]([C@H:14]3[CH2:16][C@H:15]3[CH2:17][CH2:18][O:19][C:20]3[CH:25]=[CH:24][C:23]([CH2:26][C:27]4[O:28][C:31]([CH3:33])=[CH:30][N:29]=4)=[C:22]([F:32])[CH:21]=3)[CH2:12][CH2:13]2)=[N:6][CH:7]=1. Given the reactants [Cl:1][C:2]1[CH:3]=[N:4][C:5]([N:8]2[CH2:13][CH2:12][CH:11]([C@H:14]3[CH2:16][C@H:15]3[CH2:17][CH2:18][O:19][C:20]3[CH:25]=[CH:24][C:23]([CH2:26][C:27]([NH:29][C:30]#[CH:31])=[O:28])=[C:22]([F:32])[CH:21]=3)[CH2:10][CH2:9]2)=[N:6][CH:7]=1.[CH2:33](Cl)Cl, predict the reaction product. (2) Given the reactants I[C:2]1[CH:7]=[CH:6][C:5]([CH2:8][C:9]([NH:11][C@@H:12]([C:14]2[CH:19]=[CH:18][C:17]([NH:20][CH2:21][C:22]([F:25])([F:24])[F:23])=[CH:16][N:15]=2)[CH3:13])=[O:10])=[CH:4][CH:3]=1.[CH:26]1([C:29]2[C:37]3[C:32](=[CH:33][CH:34]=[CH:35][CH:36]=3)[NH:31][N:30]=2)[CH2:28][CH2:27]1.C(=O)([O-])[O-].[Cs+].[Cs+].C(=NO)C1C(=CC=CC=1)O, predict the reaction product. The product is: [CH:26]1([C:29]2[C:37]3[C:32](=[CH:33][CH:34]=[CH:35][CH:36]=3)[N:31]([C:2]3[CH:7]=[CH:6][C:5]([CH2:8][C:9]([NH:11][C@@H:12]([C:14]4[CH:19]=[CH:18][C:17]([NH:20][CH2:21][C:22]([F:25])([F:24])[F:23])=[CH:16][N:15]=4)[CH3:13])=[O:10])=[CH:4][CH:3]=3)[N:30]=2)[CH2:28][CH2:27]1. (3) The product is: [CH3:22][C@:11]([CH2:14][O:15][CH2:16][CH2:17][Si:18]([CH3:19])([CH3:20])[CH3:21])([CH:12]=[CH2:13])[C:10]([OH:23])=[O:30]. Given the reactants C([C@@H]1COC(=O)N1[C:10](=[O:23])[C@@:11]([CH3:22])([CH2:14][O:15][CH2:16][CH2:17][Si:18]([CH3:21])([CH3:20])[CH3:19])[CH:12]=[CH2:13])(C)C.OO.O.[OH-].[Li+].S(S([O-])=O)([O-])(=O)=[O:30].[Na+].[Na+].Cl, predict the reaction product. (4) Given the reactants [ClH:1].C(OC([N:9]1[C@H:14]([C:15]2[NH:16][CH:17]=[C:18]([C:20]#[C:21][C:22]3[CH:23]=[C:24]4[C:29](=[CH:30][CH:31]=3)[CH:28]=[C:27]([C:32]3[N:33]=[C:34]([C@@H:37]5[CH2:42][C@@H:41]6[C@@H:39]([CH2:40]6)[N:38]5C(OC(C)(C)C)=O)[NH:35][CH:36]=3)[CH:26]=[CH:25]4)[N:19]=2)[CH2:13][C@@H:12]2[C@H:10]1[CH2:11]2)=O)(C)(C)C, predict the reaction product. The product is: [ClH:1].[C@@H:10]12[CH2:11][C@@H:12]1[CH2:13][C@@H:14]([C:15]1[NH:16][CH:17]=[C:18]([C:20]#[C:21][C:22]3[CH:23]=[C:24]4[C:29](=[CH:30][CH:31]=3)[CH:28]=[C:27]([C:32]3[NH:33][C:34]([C@@H:37]5[CH2:42][C@@H:41]6[C@@H:39]([CH2:40]6)[NH:38]5)=[N:35][CH:36]=3)[CH:26]=[CH:25]4)[N:19]=1)[NH:9]2. (5) The product is: [C:17]([O:16][C:15]([NH:14][CH:10]1[CH2:11][CH2:12][CH2:13][N:7]([C:6]2[N:5]([CH3:22])[N:4]=[CH:3][C:2]=2[NH:1][C:40]([C:32]2[C:33]3=[N:34][CH:35]=[CH:36][CH:37]=[C:38]3[S:39][C:31]=2[NH:30][C:28](=[O:29])[O:27][C:23]([CH3:25])([CH3:24])[CH3:26])=[O:41])[CH2:8][CH2:9]1)=[O:21])([CH3:18])([CH3:19])[CH3:20]. Given the reactants [NH2:1][C:2]1[CH:3]=[N:4][N:5]([CH3:22])[C:6]=1[N:7]1[CH2:13][CH2:12][CH2:11][CH:10]([NH:14][C:15](=[O:21])[O:16][C:17]([CH3:20])([CH3:19])[CH3:18])[CH2:9][CH2:8]1.[C:23]([O:27][C:28]([NH:30][C:31]1[S:39][C:38]2[C:33](=[N:34][CH:35]=[CH:36][CH:37]=2)[C:32]=1[C:40](O)=[O:41])=[O:29])([CH3:26])([CH3:25])[CH3:24].CN(C(ON1N=NC2C=CC=NC1=2)=[N+](C)C)C.F[P-](F)(F)(F)(F)F.CCN(C(C)C)C(C)C, predict the reaction product. (6) Given the reactants [Cl:1][C:2]1[C:3]([I:17])=[N:4][C:5](F)=[C:6]([C:14]=1F)[C:7]([O:9][C:10]([CH3:13])([CH3:12])[CH3:11])=[O:8].[CH3:18][C:19]([CH3:22])([O-:21])[CH3:20].[K+], predict the reaction product. The product is: [C:19]([O:21][C:5]1[N:4]=[C:3]([I:17])[C:2]([Cl:1])=[C:14]([O:9][C:10]([CH3:13])([CH3:12])[CH3:11])[C:6]=1[C:7]([O:9][C:10]([CH3:13])([CH3:12])[CH3:11])=[O:8])([CH3:22])([CH3:20])[CH3:18]. (7) Given the reactants [CH2:1]([N:3]1[C:7]2[CH:8]=[CH:9][C:10]([N:12]3[CH:17]=[C:16]([C:18]([O:20]CC)=[O:19])[C:15](=[O:23])[N:14]([CH2:24][C:25]4[CH:30]=[CH:29][CH:28]=[C:27]([F:31])[C:26]=4[C:32]([F:35])([F:34])[F:33])[C:13]3=[O:36])=[CH:11][C:6]=2[N:5]=[C:4]1[CH3:37])[CH3:2].Cl.O, predict the reaction product. The product is: [CH2:1]([N:3]1[C:7]2[CH:8]=[CH:9][C:10]([N:12]3[CH:17]=[C:16]([C:18]([OH:20])=[O:19])[C:15](=[O:23])[N:14]([CH2:24][C:25]4[CH:30]=[CH:29][CH:28]=[C:27]([F:31])[C:26]=4[C:32]([F:34])([F:35])[F:33])[C:13]3=[O:36])=[CH:11][C:6]=2[N:5]=[C:4]1[CH3:37])[CH3:2]. (8) Given the reactants [CH3:1][C:2]1[CH:3]=[C:4]([N+:9]([O-])=O)[C:5]([NH2:8])=[N:6][CH:7]=1.[H][H], predict the reaction product. The product is: [CH3:1][C:2]1[CH:3]=[C:4]([NH2:9])[C:5]([NH2:8])=[N:6][CH:7]=1.